This data is from Full USPTO retrosynthesis dataset with 1.9M reactions from patents (1976-2016). The task is: Predict the reactants needed to synthesize the given product. (1) Given the product [CH3:18][O:19][C:20]1[CH:26]=[C:25]([O:27][CH3:28])[CH:24]=[CH:23][C:21]=1[NH:22][C:2]1[N:3]=[CH:4][C:5]2[C:10]([CH:11]=1)=[C:9]([C:12]1[CH:13]=[N:14][N:15]([CH3:17])[CH:16]=1)[CH:8]=[CH:7][CH:6]=2, predict the reactants needed to synthesize it. The reactants are: Cl[C:2]1[N:3]=[CH:4][C:5]2[C:10]([CH:11]=1)=[C:9]([C:12]1[CH:13]=[N:14][N:15]([CH3:17])[CH:16]=1)[CH:8]=[CH:7][CH:6]=2.[CH3:18][O:19][C:20]1[CH:26]=[C:25]([O:27][CH3:28])[CH:24]=[CH:23][C:21]=1[NH2:22]. (2) Given the product [Cl:1][C:2]1[C:7]([C:8]2[O:14][C:12]([CH3:13])=[CH:11][N:10]=2)=[CH:6][CH:5]=[C:4]([CH3:15])[N:3]=1, predict the reactants needed to synthesize it. The reactants are: [Cl:1][C:2]1[C:7]([C:8]([NH:10][CH2:11][C:12](=[O:14])[CH3:13])=O)=[CH:6][CH:5]=[C:4]([CH3:15])[N:3]=1.CC[N+](S(N=C(OC)[O-])(=O)=O)(CC)CC. (3) Given the product [O:24]=[S:16]1(=[O:25])[C:17]2[CH:23]=[CH:22][CH:21]=[CH:20][C:18]=2[CH2:19][N:13]([C:4]2[CH:3]=[C:2]([N:26]3[CH2:31][CH2:30][CH:29]([NH2:32])[CH2:28][CH2:27]3)[C:11]3[C:6](=[CH:7][CH:8]=[C:9]([CH3:12])[CH:10]=3)[N:5]=2)[CH2:14][CH2:15]1, predict the reactants needed to synthesize it. The reactants are: Cl[C:2]1[C:11]2[C:6](=[CH:7][CH:8]=[C:9]([CH3:12])[CH:10]=2)[N:5]=[C:4]([N:13]2[CH2:19][C:18]3[CH:20]=[CH:21][CH:22]=[CH:23][C:17]=3[S:16](=[O:25])(=[O:24])[CH2:15][CH2:14]2)[CH:3]=1.[NH:26]1[CH2:31][CH2:30][CH:29]([NH2:32])[CH2:28][CH2:27]1. (4) The reactants are: Br[CH2:2][CH2:3][CH2:4][C:5]1[C:10]([CH3:11])=[CH:9][C:8]([C:12]2[NH:21][C:20](=[O:22])[C:19]3[C:14](=[CH:15][C:16]([O:25][CH3:26])=[CH:17][C:18]=3[O:23][CH3:24])[N:13]=2)=[CH:7][C:6]=1[CH3:27].[NH:28]1[CH2:32][CH2:31][CH2:30][CH2:29]1. Given the product [CH3:27][C:6]1[CH:7]=[C:8]([C:12]2[NH:21][C:20](=[O:22])[C:19]3[C:14](=[CH:15][C:16]([O:25][CH3:26])=[CH:17][C:18]=3[O:23][CH3:24])[N:13]=2)[CH:9]=[C:10]([CH3:11])[C:5]=1[CH2:4][CH2:3][CH2:2][N:28]1[CH2:32][CH2:31][CH2:30][CH2:29]1, predict the reactants needed to synthesize it. (5) Given the product [NH:1]1[C:9]2[C:4](=[CH:5][CH:6]=[CH:7][CH:8]=2)[C:3]([CH:10]2[CH2:15][CH2:14][N:13]([CH2:27][CH2:26][O:25][C:20]3[CH:21]=[CH:22][CH:23]=[CH:24][C:19]=3[C:18]([O:17][CH3:16])=[O:29])[CH2:12][CH2:11]2)=[CH:2]1, predict the reactants needed to synthesize it. The reactants are: [NH:1]1[C:9]2[C:4](=[CH:5][CH:6]=[CH:7][CH:8]=2)[C:3]([CH:10]2[CH2:15][CH2:14][NH:13][CH2:12][CH2:11]2)=[CH:2]1.[CH3:16][O:17][C:18](=[O:29])[C:19]1[CH:24]=[CH:23][CH:22]=[CH:21][C:20]=1[O:25][CH2:26][CH2:27]Cl.C(=O)([O-])[O-].[K+].[K+].[I-].[K+]. (6) Given the product [Cl:21][C:22]1[C:27]([CH2:28][NH:29][C:18]([C:16]2[N:15]=[N:14][N:13]([CH2:12][C:7]3[CH:8]=[C:9]4[C:4](=[CH:5][CH:6]=3)[N:3]=[C:2]([CH3:1])[CH:11]=[CH:10]4)[CH:17]=2)=[O:20])=[C:26]([F:30])[C:25]([O:31][CH3:32])=[CH:24][CH:23]=1, predict the reactants needed to synthesize it. The reactants are: [CH3:1][C:2]1[CH:11]=[CH:10][C:9]2[C:4](=[CH:5][CH:6]=[C:7]([CH2:12][N:13]3[CH:17]=[C:16]([C:18]([OH:20])=O)[N:15]=[N:14]3)[CH:8]=2)[N:3]=1.[Cl:21][C:22]1[C:27]([CH2:28][NH2:29])=[C:26]([F:30])[C:25]([O:31][CH3:32])=[CH:24][CH:23]=1.CCN(C(C)C)C(C)C.CCCP(=O)=O.CCOC(C)=O.[OH-].[Na+].